This data is from Forward reaction prediction with 1.9M reactions from USPTO patents (1976-2016). The task is: Predict the product of the given reaction. Given the reactants N#N.[C:3]1([P:9]([C:16]2[CH:21]=[CH:20][CH:19]=[CH:18][CH:17]=2)[C:10]2[CH:15]=[CH:14][CH:13]=[CH:12][CH:11]=2)[CH:8]=[CH:7][CH:6]=[CH:5][CH:4]=1.[N-:22]([S:30]([C:33]([F:36])([F:35])[F:34])(=[O:32])=[O:31])[S:23]([C:26]([F:29])([F:28])[F:27])(=[O:25])=[O:24].C1(=O)O[CH2:40][CH2:39][O:38]1, predict the reaction product. The product is: [F:36][C:33]([F:34])([F:35])[S:30]([N-:22][S:23]([C:26]([F:27])([F:28])[F:29])(=[O:24])=[O:25])(=[O:31])=[O:32].[OH:38][CH2:39][CH2:40][P+:9]([C:3]1[CH:4]=[CH:5][CH:6]=[CH:7][CH:8]=1)([C:10]1[CH:15]=[CH:14][CH:13]=[CH:12][CH:11]=1)[C:16]1[CH:17]=[CH:18][CH:19]=[CH:20][CH:21]=1.